This data is from Forward reaction prediction with 1.9M reactions from USPTO patents (1976-2016). The task is: Predict the product of the given reaction. (1) The product is: [CH3:14][C:9]1[C:8]([O:7][CH2:6][C:5]2[CH:4]=[N:3][N:2]([CH:26]3[CH2:27][CH2:28][N:23]([C:20]4[N:19]=[CH:18][C:17]([C:16]([F:15])([F:30])[F:31])=[CH:22][N:21]=4)[CH2:24][CH2:25]3)[N:1]=2)=[CH:13][CH:12]=[CH:11][N:10]=1. Given the reactants [NH:1]1[C:5]([CH2:6][O:7][C:8]2[C:9]([CH3:14])=[N:10][CH:11]=[CH:12][CH:13]=2)=[CH:4][N:3]=[N:2]1.[F:15][C:16]([F:31])([F:30])[C:17]1[CH:18]=[N:19][C:20]([N:23]2[CH2:28][CH2:27][CH:26](O)[CH2:25][CH2:24]2)=[N:21][CH:22]=1.C1(P(C2C=CC=CC=2)C2C=CC=CC=2)C=CC=CC=1.CC(OC(/N=N/C(OC(C)(C)C)=O)=O)(C)C, predict the reaction product. (2) Given the reactants [I:1][C:2]1[CH:10]=[C:9]2[C:5]([CH2:6][N:7]=[C:8]2[NH:11][NH:12][C:13]([C:15]2[C:16]([C:21]3[CH:26]=[CH:25][CH:24]=[CH:23][CH:22]=3)=[N:17][O:18][C:19]=2[CH3:20])=O)=[CH:4][CH:3]=1, predict the reaction product. The product is: [I:1][C:2]1[CH:10]=[C:9]2[C:5]([CH2:6][N:7]3[C:13]([C:15]4[C:16]([C:21]5[CH:26]=[CH:25][CH:24]=[CH:23][CH:22]=5)=[N:17][O:18][C:19]=4[CH3:20])=[N:12][N:11]=[C:8]32)=[CH:4][CH:3]=1. (3) Given the reactants Cl[C:2]1[N:7]=[C:6]([Cl:8])[N:5]=[CH:4][N:3]=1.C(N(CC)C(C)C)(C)C.[NH2:18][C:19]1[CH:20]=[N:21][N:22]([CH:24]2[CH2:29][CH2:28][N:27]([C:30]([O:32][C:33]([CH3:36])([CH3:35])[CH3:34])=[O:31])[CH2:26][CH2:25]2)[CH:23]=1.C(=O)([O-])O.[Na+], predict the reaction product. The product is: [Cl:8][C:6]1[N:5]=[CH:4][N:3]=[C:2]([NH:18][C:19]2[CH:20]=[N:21][N:22]([CH:24]3[CH2:25][CH2:26][N:27]([C:30]([O:32][C:33]([CH3:36])([CH3:35])[CH3:34])=[O:31])[CH2:28][CH2:29]3)[CH:23]=2)[N:7]=1. (4) Given the reactants Cl.[NH:2]1[CH2:7][CH2:6][CH:5]([C:8]2[CH:13]=[CH:12][C:11]([NH:14][C:15]3[N:16]=[C:17]([N:24]4[CH2:29][CH2:28][CH2:27][C@@H:26]([NH:30][C:31]([N:33]5[CH2:38][CH2:37][CH2:36][CH2:35][CH2:34]5)=[O:32])[CH2:25]4)[N:18]=[N:19][C:20]=3[C:21]([NH2:23])=[O:22])=[CH:10][CH:9]=2)[CH2:4][CH2:3]1.[C:39]([CH2:41][C:42](O)=[O:43])#[N:40].CCN(C(C)C)C(C)C.C1CN([P+](ON2N=NC3C=CC=CC2=3)(N2CCCC2)N2CCCC2)CC1.F[P-](F)(F)(F)(F)F, predict the reaction product. The product is: [C:39]([CH2:41][C:42]([N:2]1[CH2:7][CH2:6][CH:5]([C:8]2[CH:13]=[CH:12][C:11]([NH:14][C:15]3[N:16]=[C:17]([N:24]4[CH2:29][CH2:28][CH2:27][C@@H:26]([NH:30][C:31]([N:33]5[CH2:38][CH2:37][CH2:36][CH2:35][CH2:34]5)=[O:32])[CH2:25]4)[N:18]=[N:19][C:20]=3[C:21]([NH2:23])=[O:22])=[CH:10][CH:9]=2)[CH2:4][CH2:3]1)=[O:43])#[N:40]. (5) Given the reactants [F:1][C:2]1([F:23])[CH2:6][CH2:5][N:4]([CH2:7][CH2:8][O:9][C:10]2[CH:15]=[CH:14][C:13]([NH2:16])=[CH:12][C:11]=2[C:17]2[N:18]([CH3:22])[N:19]=[CH:20][CH:21]=2)[CH2:3]1.[F:24][C:25]1[CH:33]=[CH:32][C:28]([C:29](Cl)=[O:30])=[CH:27][C:26]=1[CH3:34].C(N(CC)CC)C, predict the reaction product. The product is: [F:23][C:2]1([F:1])[CH2:6][CH2:5][N:4]([CH2:7][CH2:8][O:9][C:10]2[CH:15]=[CH:14][C:13]([NH:16][C:29](=[O:30])[C:28]3[CH:32]=[CH:33][C:25]([F:24])=[C:26]([CH3:34])[CH:27]=3)=[CH:12][C:11]=2[C:17]2[N:18]([CH3:22])[N:19]=[CH:20][CH:21]=2)[CH2:3]1. (6) Given the reactants [N:1]1[CH:6]=[CH:5][CH:4]=[C:3]([NH:7][C:8]([C:10]2[CH:11]=[CH:12][CH:13]=[C:14]3[O:18][C:17]([NH:19][CH:20]4[CH2:25][CH2:24][NH:23][CH2:22][CH2:21]4)=[N:16][C:15]=23)=[O:9])[CH:2]=1.[CH2:26]([O:28][C:29]1[CH:30]=[C:31]([CH:34]=[C:35]([O:38][CH2:39][CH3:40])[C:36]=1[F:37])[CH:32]=O)[CH3:27].C([BH3-])#N.[Na+].C(N(C(C)C)C(C)C)C, predict the reaction product. The product is: [N:1]1[CH:6]=[CH:5][CH:4]=[C:3]([NH:7][C:8]([C:10]2[CH:11]=[CH:12][CH:13]=[C:14]3[O:18][C:17]([NH:19][CH:20]4[CH2:21][CH2:22][N:23]([CH2:32][C:31]5[CH:34]=[C:35]([O:38][CH2:39][CH3:40])[C:36]([F:37])=[C:29]([O:28][CH2:26][CH3:27])[CH:30]=5)[CH2:24][CH2:25]4)=[N:16][C:15]=23)=[O:9])[CH:2]=1. (7) Given the reactants Cl[C:2]1[N:7]=[C:6]([NH:8][C:9]2[CH:14]=[CH:13][C:12]([O:15][CH3:16])=[C:11]([Cl:17])[CH:10]=2)[N:5]=[C:4]([NH:18][CH:19]2[CH2:25][CH2:24][CH2:23][CH2:22][CH2:21][CH2:20]2)[N:3]=1.[CH2:26]([C:28]1[O:29][CH:30]=[CH:31][C:32](=[O:35])[C:33]=1[OH:34])[CH3:27].C([O-])([O-])=O.[K+].[K+], predict the reaction product. The product is: [Cl:17][C:11]1[CH:10]=[C:9]([CH:14]=[CH:13][C:12]=1[O:15][CH3:16])[NH:8][C:6]1[N:5]=[C:4]([NH:18][CH:19]2[CH2:25][CH2:24][CH2:23][CH2:22][CH2:21][CH2:20]2)[N:3]=[C:2]([O:34][C:33]2[C:32](=[O:35])[CH:31]=[CH:30][O:29][C:28]=2[CH2:26][CH3:27])[N:7]=1. (8) The product is: [C:47]([O:46][C:44](=[O:45])[NH:51][CH:52]1[CH2:56][CH2:55][N:54]([C:2]2[CH:7]=[CH:6][CH:5]=[C:4]([CH:8]([C:9]3[S:10][C:11]4[CH:17]=[CH:16][CH:15]=[CH:14][C:12]=4[N:13]=3)[O:18][CH:19]3[CH2:24][CH2:23][N:22]([CH3:25])[CH2:21][CH2:20]3)[CH:3]=2)[CH2:53]1)([CH3:50])([CH3:48])[CH3:49]. Given the reactants I[C:2]1[CH:3]=[C:4]([CH:8]([O:18][CH:19]2[CH2:24][CH2:23][N:22]([CH3:25])[CH2:21][CH2:20]2)[C:9]2[S:10][C:11]3[CH:17]=[CH:16][CH:15]=[CH:14][C:12]=3[N:13]=2)[CH:5]=[CH:6][CH:7]=1.C(C1CCCCC1=O)(=O)C(C)C.C(=O)([O-])[O-].[Cs+].[Cs+].[C:44]([NH:51][CH:52]1[CH2:56][CH2:55][NH:54][CH2:53]1)([O:46][C:47]([CH3:50])([CH3:49])[CH3:48])=[O:45], predict the reaction product. (9) The product is: [O:1]1[CH:5]=[CH:4][CH:3]=[C:2]1[CH:6]([CH2:12][C:13]1[CH:18]=[CH:17][C:16]([OH:19])=[CH:15][CH:14]=1)[CH2:7][C:8]([O:10][CH3:11])=[O:9]. Given the reactants [O:1]1[CH:5]=[CH:4][CH:3]=[C:2]1[CH:6]([CH2:12][C:13]1[CH:18]=[CH:17][C:16]([O:19]C)=[CH:15][CH:14]=1)[CH2:7][C:8]([O:10][CH3:11])=[O:9].B(Br)(Br)Br, predict the reaction product. (10) Given the reactants [Cl:1][C:2]1[CH:11]=[CH:10][C:5]([C:6]([O:8]C)=[O:7])=[C:4]([O:12][C:13]2[CH:18]=[CH:17][C:16]([S:19]([CH3:22])(=[O:21])=[O:20])=[CH:15][C:14]=2[Cl:23])[CH:3]=1.[OH-].[Na+].CO, predict the reaction product. The product is: [Cl:1][C:2]1[CH:11]=[CH:10][C:5]([C:6]([OH:8])=[O:7])=[C:4]([O:12][C:13]2[CH:18]=[CH:17][C:16]([S:19]([CH3:22])(=[O:20])=[O:21])=[CH:15][C:14]=2[Cl:23])[CH:3]=1.